Task: Regression. Given a peptide amino acid sequence and an MHC pseudo amino acid sequence, predict their binding affinity value. This is MHC class II binding data.. Dataset: Peptide-MHC class II binding affinity with 134,281 pairs from IEDB The peptide sequence is RKPLDNIKDNVGKME. The MHC is HLA-DPA10103-DPB10401 with pseudo-sequence HLA-DPA10103-DPB10401. The binding affinity (normalized) is 0.